From a dataset of Full USPTO retrosynthesis dataset with 1.9M reactions from patents (1976-2016). Predict the reactants needed to synthesize the given product. (1) Given the product [Si:1]([O:8][CH2:9][C:10]([NH:13][C:14]([C:16]1[C:20]2=[N:21][C:22]([C:25]3[C:33]4[C:28](=[CH:29][C:30]([CH3:34])=[CH:31][CH:32]=4)[N:27]([CH2:56][CH2:57][N:58]4[CH2:63][CH2:62][O:61][CH2:60][CH2:59]4)[N:26]=3)=[CH:23][N:24]=[C:19]2[N:18]([C:35]([C:36]2[CH:37]=[CH:38][CH:39]=[CH:40][CH:41]=2)([C:42]2[CH:43]=[CH:44][CH:45]=[CH:46][CH:47]=2)[C:48]2[CH:49]=[CH:50][CH:51]=[CH:52][CH:53]=2)[CH:17]=1)=[O:15])([CH3:11])[CH3:12])([C:4]([CH3:6])([CH3:7])[CH3:5])([CH3:2])[CH3:3], predict the reactants needed to synthesize it. The reactants are: [Si:1]([O:8][CH2:9][C:10]([NH:13][C:14]([C:16]1[C:20]2=[N:21][C:22]([C:25]3[C:33]4[C:28](=[CH:29][C:30]([CH3:34])=[CH:31][CH:32]=4)[NH:27][N:26]=3)=[CH:23][N:24]=[C:19]2[N:18]([C:35]([C:48]2[CH:53]=[CH:52][CH:51]=[CH:50][CH:49]=2)([C:42]2[CH:47]=[CH:46][CH:45]=[CH:44][CH:43]=2)[C:36]2[CH:41]=[CH:40][CH:39]=[CH:38][CH:37]=2)[CH:17]=1)=[O:15])([CH3:12])[CH3:11])([C:4]([CH3:7])([CH3:6])[CH3:5])([CH3:3])[CH3:2].Cl.Cl[CH2:56][CH2:57][N:58]1[CH2:63][CH2:62][O:61][CH2:60][CH2:59]1.C([O-])([O-])=O.[K+].[K+]. (2) Given the product [O:15]1[CH2:16][CH2:17][CH2:18][O:13][CH:14]1[C:19]1[CH:24]=[CH:23][C:22]([C:25]2[S:26][C:27]3[CH:33]=[C:32]([C:34]4([C:36]5[CH:41]=[CH:40][CH:39]=[CH:38][N:37]=5)[CH2:1][CH2:35]4)[CH:31]=[CH:30][C:28]=3[N:29]=2)=[C:21]([F:42])[CH:20]=1, predict the reactants needed to synthesize it. The reactants are: [CH3:1]C(C)([O-])C.[K+].[I-].C[S+](C)(C)=O.[O:13]1[CH2:18][CH2:17][CH2:16][O:15][CH:14]1[C:19]1[CH:24]=[CH:23][C:22]([C:25]2[S:26][C:27]3[CH:33]=[C:32]([C:34]([C:36]4[CH:41]=[CH:40][CH:39]=[CH:38][N:37]=4)=[CH2:35])[CH:31]=[CH:30][C:28]=3[N:29]=2)=[C:21]([F:42])[CH:20]=1.CCOC(C)=O. (3) Given the product [C:1]([O:5][C:6]([N:8]1[CH2:17][CH2:16][C:15]2[C:10](=[C:11]([C:18]([OH:20])=[O:19])[CH:12]=[CH:13][CH:14]=2)[CH:9]1[CH3:21])=[O:7])([CH3:4])([CH3:2])[CH3:3], predict the reactants needed to synthesize it. The reactants are: [C:1]([O:5][C:6]([N:8]1[CH2:17][CH2:16][C:15]2[C:10](=[C:11]([C:18]([OH:20])=[O:19])[CH:12]=[CH:13][CH:14]=2)[CH2:9]1)=[O:7])([CH3:4])([CH3:3])[CH3:2].[CH3:21]N(C)CCN(C)C.C([Li])(C)(C)C.IC. (4) Given the product [OH:16][C:15]1[CH:17]=[CH:18][CH:19]=[CH:20][C:14]=1[C:13]1[O:1][C:2]2[C:10]([O:11][CH3:12])=[CH:9][CH:8]=[CH:7][C:3]=2[C:4](=[O:6])[N:22]=1, predict the reactants needed to synthesize it. The reactants are: [OH:1][C:2]1[C:10]([O:11][CH3:12])=[CH:9][CH:8]=[CH:7][C:3]=1[C:4]([OH:6])=O.[C:13]([NH2:22])(=O)[C:14]1[C:15](=[CH:17][CH:18]=[CH:19][CH:20]=1)[OH:16].N1C=CC=CC=1.S(Cl)(Cl)=O. (5) Given the product [O:1]=[C:2]1[NH:6][C@H:5]([CH2:7][CH2:8][C:9](=[O:11])[S:19][CH2:18][CH3:17])[C:4](=[O:12])[NH:3]1, predict the reactants needed to synthesize it. The reactants are: [O:1]=[C:2]1[NH:6][C@H:5]([CH2:7][CH2:8][C:9]([OH:11])=O)[C:4](=[O:12])[NH:3]1.C(Cl)CCl.[CH3:17][CH2:18][SH:19]. (6) The reactants are: [OH:1][C:2]1[CH:3]=[CH:4][C:5]2[O:9][C@@H:8]3[C@@H:10]([C:11]([O:13][CH2:14][CH3:15])=[O:12])[C@@H:7]3[C:6]=2[CH:16]=1.F[C:18]1[CH:27]=[CH:26][N:25]=[C:24]2[C:19]=1[CH2:20][CH2:21][C:22](=[O:28])[NH:23]2.C(=O)([O-])[O-].[Cs+].[Cs+]. Given the product [O:28]=[C:22]1[NH:23][C:24]2[N:25]=[CH:26][CH:27]=[C:18]([O:1][C:2]3[CH:3]=[CH:4][C:5]4[O:9][C@@H:8]5[C@@H:10]([C:11]([O:13][CH2:14][CH3:15])=[O:12])[C@@H:7]5[C:6]=4[CH:16]=3)[C:19]=2[CH2:20][CH2:21]1, predict the reactants needed to synthesize it. (7) Given the product [CH:7]1([N:8]([C:20]([C:22]2[C:31]([NH:32][C:33]([NH:35][C:36]3[C:37]([CH3:43])=[CH:38][CH:39]=[CH:40][C:41]=3[CH3:42])=[O:34])=[CH:30][C:29]3[C:24](=[CH:25][CH:26]=[CH:27][CH:28]=3)[CH:23]=2)=[O:21])[CH2:9][C:10]([OH:12])=[O:11])[CH2:4][CH2:3][CH2:2][CH2:1]1, predict the reactants needed to synthesize it. The reactants are: [CH:1]1([CH2:7][N:8]([C:20]([C:22]2[C:31]([NH:32][C:33]([NH:35][C:36]3[C:41]([CH3:42])=[CH:40][CH:39]=[CH:38][C:37]=3[CH3:43])=[O:34])=[CH:30][C:29]3[C:24](=[CH:25][CH:26]=[CH:27][CH:28]=3)[CH:23]=2)=[O:21])[CH2:9][C:10]([O:12]CC2C=CC=CC=2)=[O:11])CC[CH2:4][CH2:3][CH2:2]1. (8) Given the product [F:1][C:2]1[CH:3]=[C:4]([CH:15]=[C:16]([F:23])[C:17]=1[NH:18][S:19]([CH3:22])(=[O:21])=[O:20])[CH2:5][NH:6][C:7]([C:9]1[N:10]=[C:11]([O:27][C:24]2[CH:34]=[CH:33][C:32]([C:31]([F:40])([F:39])[F:30])=[CH:37][CH:36]=2)[S:12][CH:13]=1)=[O:8], predict the reactants needed to synthesize it. The reactants are: [F:1][C:2]1[CH:3]=[C:4]([CH:15]=[C:16]([F:23])[C:17]=1[NH:18][S:19]([CH3:22])(=[O:21])=[O:20])[CH2:5][NH:6][C:7]([C:9]1[N:10]=[C:11](Cl)[S:12][CH:13]=1)=[O:8].[C:24]([O-:27])([O-])=O.[K+].[K+].[F:30][C:31]([F:40])([F:39])[C:32]1[CH:33]=[C:34](O)C=[CH:36][CH:37]=1.